Dataset: Catalyst prediction with 721,799 reactions and 888 catalyst types from USPTO. Task: Predict which catalyst facilitates the given reaction. (1) Reactant: [O:1]([CH2:8][CH2:9][CH2:10][CH2:11][CH2:12][CH2:13][C:14]1[O:18][N:17]=[C:16]([C:19]([OH:21])=O)[CH:15]=1)[C:2]1[CH:7]=[CH:6][CH:5]=[CH:4][CH:3]=1.Cl.[O:23]1[CH2:27][CH2:26][CH:25]([CH2:28][NH2:29])[CH2:24]1.C(N(CC)CC)C.ON1C2C=CC=CC=2N=N1.Cl.C(N=C=NCCCN(C)C)C. Product: [O:23]1[CH2:27][CH2:26][CH:25]([CH2:28][NH:29][C:19]([C:16]2[CH:15]=[C:14]([CH2:13][CH2:12][CH2:11][CH2:10][CH2:9][CH2:8][O:1][C:2]3[CH:3]=[CH:4][CH:5]=[CH:6][CH:7]=3)[O:18][N:17]=2)=[O:21])[CH2:24]1. The catalyst class is: 22. (2) Reactant: [NH2:1][C:2]1[CH:3]=[C:4]([N:8]2[C:12]3=[N:13][CH:14]=[N:15][C:16]([NH2:17])=[C:11]3[CH:10]=[N:9]2)[CH:5]=[CH:6][CH:7]=1.[CH3:18][N:19]1[CH:23]=[CH:22][N:21]=[C:20]1[C:24](O)=[O:25].Cl.CN(C)CCCN=C=NCC.ON1C2C=CC=CC=2N=N1. Product: [NH2:17][C:16]1[N:15]=[CH:14][N:13]=[C:12]2[N:8]([C:4]3[CH:3]=[C:2]([NH:1][C:24]([C:20]4[N:19]([CH3:18])[CH:23]=[CH:22][N:21]=4)=[O:25])[CH:7]=[CH:6][CH:5]=3)[N:9]=[CH:10][C:11]=12. The catalyst class is: 121. (3) Reactant: C([O:9][C:10]1[CH:15]=[CH:14][C:13]([OH:16])=[CH:12][CH:11]=1)(=O)C1C=CC=CC=1.[CH3:17][C:18]([Si:21](Cl)([CH3:23])[CH3:22])([CH3:20])[CH3:19].N1C=CN=C1.[BH4-].[Na+]. Product: [C:18]([Si:21]([CH3:23])([CH3:22])[O:9][C:10]1[CH:11]=[CH:12][C:13]([OH:16])=[CH:14][CH:15]=1)([CH3:20])([CH3:19])[CH3:17]. The catalyst class is: 61. (4) Reactant: C([O:5][C:6]([CH:8]1[NH:20][CH2:19][C:17]2=[C:18]3[C:13](=[C:14]([C:21]([OH:23])=O)[CH:15]=[CH:16]2)[CH:12]=[CH:11][N:10]3[CH2:9]1)=[O:7])(C)(C)C.CN(C(ON1N=N[C:34]2[CH:35]=CC=[CH:38][C:33]1=2)=[N+](C)C)C.F[P-](F)(F)(F)(F)F.CN(C1C=CC=CN=1)C.Cl.[NH2:58][CH2:59][C:60]1[CH:69]=[CH:68][C:63]([C:64]([O:66][CH3:67])=[O:65])=[CH:62][CH:61]=1. Product: [CH3:67][O:66][C:64]([C:63]1[CH:62]=[CH:61][C:60]([CH2:59][NH:58][C:21]([C:14]2[CH:15]=[CH:16][C:17]3[CH2:19][NH:20][CH:8]([C:6]([O:5][CH2:38][CH2:33][CH2:34][CH3:35])=[O:7])[CH2:9][N:10]4[C:18]=3[C:13]=2[CH:12]=[CH:11]4)=[O:23])=[CH:69][CH:68]=1)=[O:65]. The catalyst class is: 3. (5) Reactant: [Cl:1][C:2]1[CH:7]=[CH:6][CH:5]=[C:4]([Cl:8])[C:3]=1[C:9]1[C:22](=[O:23])[N:21]([CH3:24])[C:12]2[N:13]=[C:14](S(C)(=O)=O)[N:15]=[CH:16][C:11]=2[CH:10]=1.[O:25]1[C:29]2[CH:30]=[C:31]([NH2:34])[CH:32]=[CH:33][C:28]=2[CH2:27][CH2:26]1. Product: [Cl:1][C:2]1[CH:7]=[CH:6][CH:5]=[C:4]([Cl:8])[C:3]=1[C:9]1[C:22](=[O:23])[N:21]([CH3:24])[C:12]2[N:13]=[C:14]([NH:34][C:31]3[CH:32]=[CH:33][C:28]4[CH2:27][CH2:26][O:25][C:29]=4[CH:30]=3)[N:15]=[CH:16][C:11]=2[CH:10]=1. The catalyst class is: 15. (6) Reactant: [N:1]1[CH:6]=[CH:5][CH:4]=[N:3][C:2]=1[C:7]1[C:8]([NH2:13])=[N:9][CH:10]=[CH:11][CH:12]=1.C1C(=O)N([Br:21])C(=O)C1. Product: [Br:21][C:11]1[CH:12]=[C:7]([C:2]2[N:3]=[CH:4][CH:5]=[CH:6][N:1]=2)[C:8]([NH2:13])=[N:9][CH:10]=1. The catalyst class is: 10. (7) Reactant: [Si]([O:8][CH2:9][C:10]1[CH:11]=[C:12]([N:16]2[CH2:21][CH2:20][N:19]([C:22]3[CH:27]=[CH:26][CH:25]=[CH:24][N:23]=3)[CH2:18][CH2:17]2)[CH:13]=[CH:14][CH:15]=1)(C(C)(C)C)(C)C.C1COCC1.Cl.C(=O)([O-])O.[Na+]. The catalyst class is: 22. Product: [N:23]1[CH:24]=[CH:25][CH:26]=[CH:27][C:22]=1[N:19]1[CH2:20][CH2:21][N:16]([C:12]2[CH:11]=[C:10]([CH2:9][OH:8])[CH:15]=[CH:14][CH:13]=2)[CH2:17][CH2:18]1. (8) Reactant: [N:1]1([C:7]2[CH:12]=[CH:11][N:10]=[C:9]([NH:13][C:14]3[S:15][C:16]([C:19]4[CH:20]=[N:21][CH:22]=[C:23]([CH:27]=4)[C:24](O)=[O:25])=[CH:17][N:18]=3)[CH:8]=2)[CH2:6][CH2:5][O:4][CH2:3][CH2:2]1.C1C[N:31]([P+](ON2N=NC3C=CC=CC2=3)(N2CCCC2)N2CCCC2)[CH2:30]C1.F[P-](F)(F)(F)(F)F.CCN(C(C)C)C(C)C.[F:70][C:71](N)([F:73])[F:72]. Product: [N:1]1([C:7]2[CH:12]=[CH:11][N:10]=[C:9]([NH:13][C:14]3[S:15][C:16]([C:19]4[CH:20]=[N:21][CH:22]=[C:23]([CH:27]=4)[C:24]([NH:31][CH2:30][C:71]([F:73])([F:72])[F:70])=[O:25])=[CH:17][N:18]=3)[CH:8]=2)[CH2:6][CH2:5][O:4][CH2:3][CH2:2]1. The catalyst class is: 3.